Dataset: Catalyst prediction with 721,799 reactions and 888 catalyst types from USPTO. Task: Predict which catalyst facilitates the given reaction. (1) Reactant: [CH2:1]([C:3]1[C:4]([C:25]2[CH:30]=[CH:29][C:28]([OH:31])=[CH:27][CH:26]=2)=[N:5][N:6]([C:15]2[CH:20]=[CH:19][CH:18]=[CH:17][C:16]=2[C:21]([F:24])([F:23])[F:22])[C:7]=1[C:8]1[CH:13]=[CH:12][C:11]([OH:14])=[CH:10][CH:9]=1)[CH3:2].[C:32](Cl)(=[O:37])[C:33]([CH3:36])([CH3:35])[CH3:34].N1C=CC=CC=1.C([O-])(O)=O.[Na+]. Product: [CH3:34][C:33]([CH3:36])([CH3:35])[C:32]([O:31][C:28]1[CH:27]=[CH:26][C:25]([C:4]2[C:3]([CH2:1][CH3:2])=[C:7]([C:8]3[CH:13]=[CH:12][C:11]([OH:14])=[CH:10][CH:9]=3)[N:6]([C:15]3[CH:20]=[CH:19][CH:18]=[CH:17][C:16]=3[C:21]([F:24])([F:23])[F:22])[N:5]=2)=[CH:30][CH:29]=1)=[O:37]. The catalyst class is: 90. (2) Reactant: O.[OH-].[Li+].[CH2:4]([O:11][C:12]1[CH:33]=[CH:32][C:15]([CH2:16][O:17]/[N:18]=[C:19](/[C:26]2[CH:31]=[CH:30][CH:29]=[CH:28][CH:27]=2)\[CH2:20][CH2:21][C:22]([O:24]C)=[O:23])=[CH:14][CH:13]=1)[C:5]1[CH:10]=[CH:9][CH:8]=[CH:7][CH:6]=1.O.Cl. Product: [CH2:4]([O:11][C:12]1[CH:33]=[CH:32][C:15]([CH2:16][O:17]/[N:18]=[C:19](/[C:26]2[CH:31]=[CH:30][CH:29]=[CH:28][CH:27]=2)\[CH2:20][CH2:21][C:22]([OH:24])=[O:23])=[CH:14][CH:13]=1)[C:5]1[CH:6]=[CH:7][CH:8]=[CH:9][CH:10]=1. The catalyst class is: 83. (3) The catalyst class is: 94. Product: [C:1]([C@H:5]1[CH2:10][CH2:9][C@H:8]([O:11][C:12]2[CH:13]=[C:14]3[C:19](=[CH:20][CH:21]=2)[CH:18]=[C:17]([CH2:22][NH2:23])[CH:16]=[CH:15]3)[CH2:7][CH2:6]1)([CH3:4])([CH3:2])[CH3:3]. Reactant: [C:1]([C@H:5]1[CH2:10][CH2:9][C@H:8]([O:11][C:12]2[CH:13]=[C:14]3[C:19](=[CH:20][CH:21]=2)[CH:18]=[C:17]([C:22]#[N:23])[CH:16]=[CH:15]3)[CH2:7][CH2:6]1)([CH3:4])([CH3:3])[CH3:2].[NH4+].[OH-]. (4) Reactant: [F-].C([N+](CCCC)(CCCC)CCCC)CCC.[Si]([O:26][CH2:27][CH:28]([C@@H:30]1[C@H:34]([C@@H:35]([OH:38])[CH:36]=[CH2:37])[O:33][C:32]([CH3:40])([CH3:39])[O:31]1)[OH:29])(C(C)(C)C)(C)C. Product: [OH:29][CH:28]([C@@H:30]1[C@H:34]([C@@H:35]([OH:38])[CH:36]=[CH2:37])[O:33][C:32]([CH3:40])([CH3:39])[O:31]1)[CH2:27][OH:26]. The catalyst class is: 7.